This data is from Forward reaction prediction with 1.9M reactions from USPTO patents (1976-2016). The task is: Predict the product of the given reaction. (1) Given the reactants [Cl:1][C:2]1[CH:25]=[CH:24][C:5]([CH2:6][NH:7][C:8]([C:10]2[C:11](=[O:23])[C:12]3[C:19]([CH3:20])=[C:18]([CH2:21]Cl)[S:17][C:13]=3[N:14]([CH3:16])[CH:15]=2)=[O:9])=[CH:4][CH:3]=1.[OH:26][CH:27]([C:33]1[CH:38]=[CH:37][CH:36]=[CH:35][CH:34]=1)[CH:28]1[CH2:32][CH2:31][CH2:30][NH:29]1, predict the reaction product. The product is: [Cl:1][C:2]1[CH:25]=[CH:24][C:5]([CH2:6][NH:7][C:8]([C:10]2[C:11](=[O:23])[C:12]3[C:19]([CH3:20])=[C:18]([CH2:21][N:29]4[CH2:30][CH2:31][CH2:32][C@@H:28]4[C@@H:27]([OH:26])[C:33]4[CH:38]=[CH:37][CH:36]=[CH:35][CH:34]=4)[S:17][C:13]=3[N:14]([CH3:16])[CH:15]=2)=[O:9])=[CH:4][CH:3]=1. (2) Given the reactants [N:1]1[N:5]2[CH:6]=[CH:7][CH:8]=[CH:9][C:4]2=[C:3]([C:10](OCC)=[O:11])[CH:2]=1.[H-].C([Al+]CC(C)C)C(C)C, predict the reaction product. The product is: [N:1]1[N:5]2[CH:6]=[CH:7][CH:8]=[CH:9][C:4]2=[C:3]([CH2:10][OH:11])[CH:2]=1. (3) Given the reactants [CH3:1][C:2]1[N:3]=[C:4]([NH:12][C:13](=[O:15])[CH3:14])[S:5][C:6]=1[C:7]1[CH:8]=[N:9][NH:10][CH:11]=1.C(N1C=C(C2SC(NC(=O)C)=NC=2C)C=N1)C1C=CC=CC=1.[N:38]1([C:44]2[N:49]=[CH:48][C:47]([S:50](Cl)(=[O:52])=[O:51])=[CH:46][CH:45]=2)[CH2:43][CH2:42][O:41][CH2:40][CH2:39]1, predict the reaction product. The product is: [CH3:1][C:2]1[N:3]=[C:4]([NH:12][C:13](=[O:15])[CH3:14])[S:5][C:6]=1[C:7]1[CH:11]=[N:10][N:9]([S:50]([C:47]2[CH:48]=[N:49][C:44]([N:38]3[CH2:39][CH2:40][O:41][CH2:42][CH2:43]3)=[CH:45][CH:46]=2)(=[O:52])=[O:51])[CH:8]=1. (4) Given the reactants [CH:1]1[C:14]2[C:5](=[N:6][C:7]3[C:12]([C:13]=2[NH:15][CH:16]([CH3:25])[CH2:17][CH2:18][CH2:19][N:20]([CH2:23][CH3:24])[CH2:21][CH3:22])=[CH:11][CH:10]=[CH:9][CH:8]=3)[CH:4]=[CH:3][CH:2]=1.ClC1C2C(N=C3C=1C=CC=C3)=CC=CC=2.N[C@H](CCCN(CC)CC)C.C1(O)C=CC=CC=1.C(N(CC)CC)C, predict the reaction product. The product is: [CH:11]1[C:12]2[C:7](=[N:6][C:5]3[C:14]([C:13]=2[NH:15][C@@H:16]([CH3:25])[CH2:17][CH2:18][CH2:19][N:20]([CH2:23][CH3:24])[CH2:21][CH3:22])=[CH:1][CH:2]=[CH:3][CH:4]=3)[CH:8]=[CH:9][CH:10]=1. (5) Given the reactants CC1(C)CO[CH:5]([C:8]2[C:9]3[NH:13][C:12]([C:14]([C:46]4[CH:51]=[CH:50][CH:49]=[CH:48][CH:47]=4)=[C:15]4[N:45]=[C:18]([C:19]([C:39]5[CH:44]=[CH:43][CH:42]=[CH:41][CH:40]=5)=[C:20]5[NH:38][C:23](=[C:24]([CH:30]6OCC(C)(C)C[O:31]6)[C:25]6[CH:26]=[CH:27][C:28]=2[N:29]=6)[CH:22]=[CH:21]5)[CH:17]=[CH:16]4)=[CH:11][CH:10]=3)[O:4]C1.C(O)(C(F)(F)F)=O.O, predict the reaction product. The product is: [CH:5]([C:8]1[C:9]2[NH:13][C:12]([C:14]([C:46]3[CH:51]=[CH:50][CH:49]=[CH:48][CH:47]=3)=[C:15]3[N:45]=[C:18]([C:19]([C:39]4[CH:40]=[CH:41][CH:42]=[CH:43][CH:44]=4)=[C:20]4[NH:38][C:23](=[C:24]([CH:30]=[O:31])[C:25]5[CH:26]=[CH:27][C:28]=1[N:29]=5)[CH:22]=[CH:21]4)[CH:17]=[CH:16]3)=[CH:11][CH:10]=2)=[O:4].